The task is: Predict the product of the given reaction.. This data is from Forward reaction prediction with 1.9M reactions from USPTO patents (1976-2016). (1) Given the reactants [NH2:1][C:2]1[C:7]2=[C:8]([C:19]3[CH:24]=[CH:23][C:22]([NH:25][C:26](=[O:35])[NH:27][C:28]4[CH:33]=[CH:32][CH:31]=[C:30]([CH3:34])[N:29]=4)=[C:21](F)[CH:20]=3)[C:9]([C:11]([NH:13][CH2:14][C:15]([F:18])([F:17])[F:16])=[O:12])=[CH:10][N:6]2[N:5]=[CH:4][N:3]=1.[C:37]([OH:42])(=[O:41])[C:38]([OH:40])=[O:39], predict the reaction product. The product is: [C:37]([OH:42])(=[O:41])[C:38]([OH:40])=[O:39].[NH2:1][C:2]1[C:7]2=[C:8]([C:19]3[CH:20]=[CH:21][C:22]([NH:25][C:26](=[O:35])[NH:27][C:28]4[CH:33]=[CH:32][CH:31]=[C:30]([CH3:34])[N:29]=4)=[CH:23][CH:24]=3)[C:9]([C:11]([NH:13][CH2:14][C:15]([F:18])([F:16])[F:17])=[O:12])=[CH:10][N:6]2[N:5]=[CH:4][N:3]=1. (2) Given the reactants C([O:5][C:6](=[O:51])[C:7]([O:10]/[N:11]=[C:12](/[C:38]1[N:39]=[C:40]([NH:43]C(OC(C)(C)C)=O)[S:41][CH:42]=1)\[C:13]([NH:15][C@@H:16]1[C:19](=[O:20])[N:18]([S:21]([OH:24])(=[O:23])=[O:22])[C@@H:17]1[CH2:25][N:26]1[CH:30]=[C:29]([C:31]([O:33]C(C)(C)C)=[O:32])[N:28]=[N:27]1)=[O:14])([CH3:9])[CH3:8])(C)(C)C.C(O)(C(F)(F)F)=O, predict the reaction product. The product is: [NH2:43][C:40]1[S:41][CH:42]=[C:38](/[C:12](=[N:11]/[O:10][C:7]([C:6]([OH:51])=[O:5])([CH3:9])[CH3:8])/[C:13]([NH:15][C@@H:16]2[C:19](=[O:20])[N:18]([S:21]([OH:24])(=[O:22])=[O:23])[C@@H:17]2[CH2:25][N:26]2[CH:30]=[C:29]([C:31]([OH:33])=[O:32])[N:28]=[N:27]2)=[O:14])[N:39]=1.